Dataset: Reaction yield outcomes from USPTO patents with 853,638 reactions. Task: Predict the reaction yield, written as a fraction of the theoretical maximum amount of product (1.0 means a 100% yield; for example, 0.34 means a 34% yield). (1) The reactants are [Cl:1][C:2]1[CH:3]=[C:4]([CH:27]=[CH:28][C:29]=1[O:30][CH2:31][C:32]1[CH:37]=[CH:36][CH:35]=[C:34]([F:38])[CH:33]=1)[NH:5][C:6]1[C:15]2[C:10](=[CH:11][C:12]([O:23][CH2:24][CH2:25]Cl)=[CH:13][C:14]=2[O:16][CH:17]2[CH2:22][CH2:21][O:20][CH2:19][CH2:18]2)[N:9]=[CH:8][N:7]=1.[CH3:39][N:40]1[CH2:45][CH2:44][NH:43][CH2:42][CH2:41]1. No catalyst specified. The product is [Cl:1][C:2]1[CH:3]=[C:4]([CH:27]=[CH:28][C:29]=1[O:30][CH2:31][C:32]1[CH:37]=[CH:36][CH:35]=[C:34]([F:38])[CH:33]=1)[NH:5][C:6]1[C:15]2[C:10](=[CH:11][C:12]([O:23][CH2:24][CH2:25][N:43]3[CH2:44][CH2:45][N:40]([CH3:39])[CH2:41][CH2:42]3)=[CH:13][C:14]=2[O:16][CH:17]2[CH2:22][CH2:21][O:20][CH2:19][CH2:18]2)[N:9]=[CH:8][N:7]=1. The yield is 0.430. (2) The product is [Cl:1][C:2]1[CH:3]=[CH:4][C:5]([CH:8]([CH2:13][OH:14])[C:9]([O:11][CH3:12])=[O:10])=[CH:6][CH:7]=1. The yield is 0.920. The catalyst is CS(C)=O.C[O-].[Na+]. The reactants are [Cl:1][C:2]1[CH:7]=[CH:6][C:5]([CH2:8][C:9]([O:11][CH3:12])=[O:10])=[CH:4][CH:3]=1.[CH2:13]=[O:14].Cl. (3) The reactants are Cl.[CH3:2][C:3]1[C:7]([CH2:8][N:9]2[CH:13]=[C:12]([NH2:14])[CH:11]=[N:10]2)=[C:6]([CH3:15])[O:5][N:4]=1.Br[CH2:17][C:18]1[CH:25]=[CH:24][CH:23]=[CH:22][C:19]=1[C:20]#N.C(N(CC)CC)C.CN(C=[O:37])C. The catalyst is O. The product is [CH3:2][C:3]1[C:7]([CH2:8][N:9]2[CH:13]=[C:12]([N:14]3[CH2:20][C:19]4[C:18](=[CH:25][CH:24]=[CH:23][CH:22]=4)[C:17]3=[O:37])[CH:11]=[N:10]2)=[C:6]([CH3:15])[O:5][N:4]=1. The yield is 0.610. (4) The reactants are [NH2:1][C@H:2]([CH2:7][OH:8])[CH2:3][CH2:4][S:5][CH3:6].[S:9]1[C:13]2[CH:14]=[CH:15][CH:16]=[CH:17][C:12]=2[CH:11]=[C:10]1[C:18]1[O:22][C:21](=[O:23])[C:20]2([CH2:28][CH2:27][CH2:26][CH2:25][CH2:24]2)[N:19]=1.O. The catalyst is CN(C)C=O. The product is [S:9]1[C:13]2[CH:14]=[CH:15][CH:16]=[CH:17][C:12]=2[CH:11]=[C:10]1[C:18]([NH:19][C:20]1([C:21]([NH:1][C@H:2]([CH2:7][OH:8])[CH2:3][CH2:4][S:5][CH3:6])=[O:23])[CH2:28][CH2:27][CH2:26][CH2:25][CH2:24]1)=[O:22]. The yield is 0.980. (5) The yield is 1.00. The product is [C:15]([O:14][C:12](=[O:13])[NH:11][C@@H:9]([C:3]1[CH:4]=[C:5]([Cl:8])[CH:6]=[CH:7][C:2]=1[Br:1])[CH3:10])([CH3:18])([CH3:17])[CH3:16]. The catalyst is C(Cl)Cl. The reactants are [Br:1][C:2]1[CH:7]=[CH:6][C:5]([Cl:8])=[CH:4][C:3]=1[C@H:9]([NH2:11])[CH3:10].[C:12](O[C:12]([O:14][C:15]([CH3:18])([CH3:17])[CH3:16])=[O:13])([O:14][C:15]([CH3:18])([CH3:17])[CH3:16])=[O:13]. (6) The reactants are [N:1]1([CH2:7][CH2:8][NH2:9])[CH2:6][CH2:5][O:4][CH2:3][CH2:2]1.Cl[C:11]1[N:12]=[N+:13]([O-:21])[C:14]2[CH:20]=[CH:19][CH:18]=[CH:17][C:15]=2[N:16]=1. The catalyst is COCCOC. The product is [N:1]1([CH2:7][CH2:8][NH:9][C:11]2[N:12]=[N+:13]([O-:21])[C:14]3[CH:20]=[CH:19][CH:18]=[CH:17][C:15]=3[N:16]=2)[CH2:6][CH2:5][O:4][CH2:3][CH2:2]1. The yield is 0.980. (7) The reactants are [CH3:1][O:2][C:3](=[O:21])[CH2:4][CH2:5][C:6]1[CH:11]=[CH:10][C:9]([O:12][C:13]2[CH:18]=[CH:17][CH:16]=[C:15](Br)[CH:14]=2)=[CH:8][C:7]=1[CH3:20].[Cl:22][C:23]1[CH:28]=[CH:27][C:26]([OH:29])=[C:25]([O:30][C:31]2[CH:36]=[CH:35][CH:34]=[CH:33][CH:32]=2)[CH:24]=1.C(=O)([O-])[O-].[Cs+].[Cs+].CC(C)(C(=O)CC(=O)C(C)(C)C)C. The catalyst is CN1CCCC1=O.[Cu]Cl. The product is [CH3:1][O:2][C:3](=[O:21])[CH2:4][CH2:5][C:6]1[CH:11]=[CH:10][C:9]([O:12][C:13]2[CH:18]=[CH:17][CH:16]=[C:15]([O:29][C:26]3[CH:27]=[CH:28][C:23]([Cl:22])=[CH:24][C:25]=3[O:30][C:31]3[CH:36]=[CH:35][CH:34]=[CH:33][CH:32]=3)[CH:14]=2)=[CH:8][C:7]=1[CH3:20]. The yield is 0.330. (8) The reactants are [Br:1][C:2]1[CH:3]=[C:4]([CH2:8][NH2:9])[CH:5]=[N:6][CH:7]=1.[CH:10]1([CH:15]=O)[CH2:14][CH2:13][CH2:12][CH2:11]1.[BH3-]C#N.[Na+]. The catalyst is CO. The product is [Br:1][C:2]1[CH:3]=[C:4]([CH2:8][NH:9][CH2:15][CH:10]2[CH2:14][CH2:13][CH2:12][CH2:11]2)[CH:5]=[N:6][CH:7]=1. The yield is 0.793. (9) The catalyst is C(Cl)Cl. The product is [CH3:22][S:23]([O:1][CH:2]1[CH2:3][CH2:4][N:5]([C:8]([O:10][C:11]([CH3:14])([CH3:13])[CH3:12])=[O:9])[CH2:6][CH2:7]1)(=[O:25])=[O:24]. The yield is 0.980. The reactants are [OH:1][CH:2]1[CH2:7][CH2:6][N:5]([C:8]([O:10][C:11]([CH3:14])([CH3:13])[CH3:12])=[O:9])[CH2:4][CH2:3]1.C(N(CC)CC)C.[CH3:22][S:23](Cl)(=[O:25])=[O:24].